Dataset: Forward reaction prediction with 1.9M reactions from USPTO patents (1976-2016). Task: Predict the product of the given reaction. (1) Given the reactants C1(P(C2CCCCC2)C2C=CC=CC=2C2C(OC)=CC=CC=2OC)CCCCC1.[CH2:30]([O:32][C:33](=[O:45])[CH:34]([C:36]1[CH:41]=[CH:40][C:39]([O:42][CH3:43])=[C:38](Br)[CH:37]=1)[CH3:35])[CH3:31].P([O-])([O-])([O-])=O.[K+].[K+].[K+].[CH2:54]([O:61][C:62]([N:64]1[CH2:73][CH2:72][C:71]2[C:66](=[C:67](B3OC(C)(C)C(C)(C)O3)[CH:68]=[CH:69][C:70]=2[F:74])[CH2:65]1)=[O:63])[C:55]1[CH:60]=[CH:59][CH:58]=[CH:57][CH:56]=1, predict the reaction product. The product is: [CH2:54]([O:61][C:62]([N:64]1[CH2:73][CH2:72][C:71]2[C:66](=[C:67]([C:38]3[CH:37]=[C:36]([CH:34]([C:33]([O:32][CH2:30][CH3:31])=[O:45])[CH3:35])[CH:41]=[CH:40][C:39]=3[O:42][CH3:43])[CH:68]=[CH:69][C:70]=2[F:74])[CH2:65]1)=[O:63])[C:55]1[CH:56]=[CH:57][CH:58]=[CH:59][CH:60]=1. (2) Given the reactants [F:1][C:2]1[CH:3]=[CH:4][C:5]([C:11]2[N:16]=[CH:15][CH:14]=[CH:13][N:12]=2)=[C:6]([CH:10]=1)[C:7]([OH:9])=O.[CH3:17][C:18]1[N:23]=[C:22]([C:24]([F:27])([F:26])[F:25])[N:21]=[C:20]([N:28]2[CH2:35][CH:34]3[CH:30]([CH2:31][NH:32][CH2:33]3)[CH2:29]2)[CH:19]=1, predict the reaction product. The product is: [F:1][C:2]1[CH:3]=[CH:4][C:5]([C:11]2[N:16]=[CH:15][CH:14]=[CH:13][N:12]=2)=[C:6]([C:7]([N:32]2[CH2:33][CH:34]3[CH:30]([CH2:29][N:28]([C:20]4[CH:19]=[C:18]([CH3:17])[N:23]=[C:22]([C:24]([F:25])([F:26])[F:27])[N:21]=4)[CH2:35]3)[CH2:31]2)=[O:9])[CH:10]=1. (3) Given the reactants [F:1][C:2]([F:24])([F:23])[C:3]1[CH:4]=[C:5]([CH:16]=[C:17]([C:19]([F:22])([F:21])[F:20])[CH:18]=1)[C:6]([N:8]1[CH2:12][CH2:11][CH2:10][CH:9]1[C:13]([OH:15])=O)=[O:7].[Cl:25][C:26]1[CH:32]=[CH:31][C:29]([NH2:30])=[CH:28][CH:27]=1, predict the reaction product. The product is: [F:22][C:19]([F:20])([F:21])[C:17]1[CH:16]=[C:5]([CH:4]=[C:3]([C:2]([F:24])([F:23])[F:1])[CH:18]=1)[C:6]([N:8]1[CH2:12][CH2:11][CH2:10][CH:9]1[C:13]([NH:30][C:29]1[CH:31]=[CH:32][C:26]([Cl:25])=[CH:27][CH:28]=1)=[O:15])=[O:7]. (4) Given the reactants F[P-](F)(F)(F)(F)F.N1(OC(N(C)C)=[N+](C)C)C2N=CC=CC=2N=N1.[CH2:25]([NH2:32])[C:26]1[CH:31]=[CH:30][CH:29]=[CH:28][CH:27]=1.C(N(CC)C(C)C)(C)C.[C:42]([O:46][C:47]([NH:49][C@@H:50]([CH2:54][S:55][S:56][C:57]([CH3:60])([CH3:59])[CH3:58])[C:51](O)=[O:52])=[O:48])([CH3:45])([CH3:44])[CH3:43], predict the reaction product. The product is: [C:42]([O:46][C:47](=[O:48])[NH:49][C@@H:50]([CH2:54][S:55][S:56][C:57]([CH3:60])([CH3:59])[CH3:58])[C:51]([NH:32][CH2:25][C:26]1[CH:31]=[CH:30][CH:29]=[CH:28][CH:27]=1)=[O:52])([CH3:44])([CH3:45])[CH3:43].